From a dataset of Reaction yield outcomes from USPTO patents with 853,638 reactions. Predict the reaction yield, written as a fraction of the theoretical maximum amount of product (1.0 means a 100% yield; for example, 0.34 means a 34% yield). (1) The yield is 0.790. The product is [OH:38]/[N:37]=[C:9](/[CH:4]1[CH2:5][CH2:6][C:7](=[O:8])[N:2]([CH3:1])[CH2:3]1)\[CH2:10][C@H:11]([C:19]1[CH:20]=[CH:21][C:22]([N:25]2[CH2:30][CH2:29][CH:28]([C:31]([O-:33])=[O:32])[CH2:27][CH2:26]2)=[CH:23][CH:24]=1)[C:12]1[CH:17]=[CH:16][CH:15]=[CH:14][C:13]=1[CH3:18].[Na+:35]. The reactants are [CH3:1][N:2]1[C:7](=[O:8])[CH2:6][CH2:5][CH:4]([C:9](=O)[CH2:10][C@H:11]([C:19]2[CH:24]=[CH:23][C:22]([N:25]3[CH2:30][CH2:29][CH:28]([C:31]([O-:33])=[O:32])[CH2:27][CH2:26]3)=[CH:21][CH:20]=2)[C:12]2[CH:17]=[CH:16][CH:15]=[CH:14][C:13]=2[CH3:18])[CH2:3]1.[Na+:35].Cl.[NH2:37][OH:38].C(=O)([O-])O.[Na+]. The catalyst is C(O)C.O. (2) The reactants are [Si]([O:8][C:9]1([CH2:12][O:13][C:14]2[CH:19]=[CH:18][C:17]([N:20]3[C:24]([CH3:26])([CH3:25])[C:23](=[O:27])[N:22]([C:28]4[CH:35]=[CH:34][C:31]([C:32]#[N:33])=[C:30]([C:36]([F:39])([F:38])[F:37])[CH:29]=4)[C:21]3=[S:40])=[CH:16][C:15]=2[F:41])[CH2:11][CH2:10]1)(C(C)(C)C)(C)C.[F-].C([N+](CCCC)(CCCC)CCCC)CCC. The catalyst is O1CCCC1. The product is [F:41][C:15]1[CH:16]=[C:17]([N:20]2[C:24]([CH3:26])([CH3:25])[C:23](=[O:27])[N:22]([C:28]3[CH:35]=[CH:34][C:31]([C:32]#[N:33])=[C:30]([C:36]([F:37])([F:38])[F:39])[CH:29]=3)[C:21]2=[S:40])[CH:18]=[CH:19][C:14]=1[O:13][CH2:12][C:9]1([OH:8])[CH2:11][CH2:10]1. The yield is 0.844. (3) The reactants are [CH3:1][N:2]([CH3:34])[CH2:3][CH2:4][CH2:5][C:6]1[CH:7]=[C:8]([NH:13][C:14]2[N:15]=[CH:16][C:17]3[CH2:18][C:19](=[S:33])[NH:20][C:21]4[CH:28]=[C:27]([C:29]([F:32])([F:31])[F:30])[CH:26]=[CH:25][C:22]=4[C:23]=3[N:24]=2)[C:9]([CH3:12])=[N:10][CH:11]=1.C(O)C.[ClH:38]. No catalyst specified. The product is [ClH:38].[ClH:38].[CH3:34][N:2]([CH3:1])[CH2:3][CH2:4][CH2:5][C:6]1[CH:7]=[C:8]([NH:13][C:14]2[N:15]=[CH:16][C:17]3[CH2:18][C:19](=[S:33])[NH:20][C:21]4[CH:28]=[C:27]([C:29]([F:32])([F:31])[F:30])[CH:26]=[CH:25][C:22]=4[C:23]=3[N:24]=2)[C:9]([CH3:12])=[N:10][CH:11]=1. The yield is 0.926. (4) The reactants are [Br:1][C:2]1[CH:3]=[C:4]2[C:9](=[CH:10][CH:11]=1)[C:8](=[O:12])[NH:7][C:6](=[O:13])/[C:5]/2=[CH:14]\[NH:15][C:16]1[CH:21]=[CH:20][C:19]([N:22]2[CH2:27][CH2:26][CH:25]([N:28]3[CH2:32][CH2:31][CH2:30][CH2:29]3)[CH2:24][CH2:23]2)=[C:18]([F:33])[CH:17]=1.BrC1C=C2C(=CC=1)[C:41](=[O:45])NC(=O)C2=CNC1C=CC(N2CC(C)NC(C)C2)=CC=1. No catalyst specified. The product is [Br:1][C:2]1[CH:3]=[C:4]2[C:9](=[CH:10][CH:11]=1)[C:8](=[O:12])[NH:7][C:6](=[O:13])/[C:5]/2=[CH:14]/[O:45][CH3:41].[F:33][C:18]1[CH:17]=[C:16]([NH2:15])[CH:21]=[CH:20][C:19]=1[N:22]1[CH2:27][CH2:26][CH:25]([N:28]2[CH2:29][CH2:30][CH2:31][CH2:32]2)[CH2:24][CH2:23]1. The yield is 0.400. (5) The reactants are [Cl-].O[NH3+:3].[C:4](=[O:7])([O-])[OH:5].[Na+].CS(C)=O.[O:13]=[C:14]1[C:19]([CH2:20][C:21]2[CH:26]=[CH:25][C:24]([C:27]3[C:28]([C:33]#[N:34])=[CH:29][CH:30]=[CH:31][CH:32]=3)=[CH:23][CH:22]=2)=[C:18]([CH2:35][CH2:36][CH3:37])[N:17]2[N:38]=[CH:39][N:40]=[C:16]2[N:15]1[CH:41]1[CH2:45][CH2:44][O:43][CH2:42]1. The catalyst is C(OCC)(=O)C. The product is [O:7]=[C:4]1[O:5][N:3]=[C:33]([C:28]2[CH:29]=[CH:30][CH:31]=[CH:32][C:27]=2[C:24]2[CH:23]=[CH:22][C:21]([CH2:20][C:19]3[C:14](=[O:13])[N:15]([CH:41]4[CH2:45][CH2:44][O:43][CH2:42]4)[C:16]4[N:17]([N:38]=[CH:39][N:40]=4)[C:18]=3[CH2:35][CH2:36][CH3:37])=[CH:26][CH:25]=2)[NH:34]1. The yield is 0.130. (6) The reactants are [CH3:1][N:2]1[CH2:7][CH2:6][N:5]([CH:8]2[CH2:11][N:10](C(OCC3C=CC=CC=3)=O)[CH2:9]2)[CH2:4][CH2:3]1. The catalyst is CO.[Pd]. The product is [NH:10]1[CH2:11][CH:8]([N:5]2[CH2:6][CH2:7][N:2]([CH3:1])[CH2:3][CH2:4]2)[CH2:9]1. The yield is 1.00. (7) The reactants are [CH3:1][O:2][C:3]1[C:7]2[C:8](=[O:25])[N:9]([CH2:16][C:17](=[O:24])[C:18]3[CH:23]=[CH:22][CH:21]=[CH:20][CH:19]=3)[C:10]3[CH:11]=[CH:12][CH:13]=[CH:14][C:15]=3[C:6]=2[S:5][C:4]=1[C:26]([N:28]([CH3:40])[CH2:29][CH2:30][CH2:31][NH:32]C(=O)OC(C)(C)C)=[O:27].C(OC(=O)C)C.[ClH:47]. The catalyst is C(OCC)(=O)C. The product is [ClH:47].[NH2:32][CH2:31][CH2:30][CH2:29][N:28]([CH3:40])[C:26]([C:4]1[S:5][C:6]2[C:15]3[CH:14]=[CH:13][CH:12]=[CH:11][C:10]=3[N:9]([CH2:16][C:17](=[O:24])[C:18]3[CH:23]=[CH:22][CH:21]=[CH:20][CH:19]=3)[C:8](=[O:25])[C:7]=2[C:3]=1[O:2][CH3:1])=[O:27]. The yield is 0.540. (8) The reactants are C(OC([N:8]1[CH2:13][CH2:12][N:11]([C:14]2[C:19]([Cl:20])=[N:18][CH:17]=[C:16]([O:21][CH2:22][C:23]3[CH:28]=[CH:27][CH:26]=[C:25]([Cl:29])[CH:24]=3)[N:15]=2)[CH2:10][CH2:9]1)=O)(C)(C)C.Cl.CCOCC. The catalyst is O1CCOCC1. The product is [ClH:20].[Cl:20][C:19]1[C:14]([N:11]2[CH2:12][CH2:13][NH:8][CH2:9][CH2:10]2)=[N:15][C:16]([O:21][CH2:22][C:23]2[CH:28]=[CH:27][CH:26]=[C:25]([Cl:29])[CH:24]=2)=[CH:17][N:18]=1. The yield is 0.720. (9) The reactants are Br[CH2:2][C:3]([C:5]1[C:10]([CH3:11])=[CH:9][C:8]([O:12][CH:13]([CH3:15])[CH3:14])=[CH:7][C:6]=1[CH3:16])=O.[NH2:17][C:18]([NH2:20])=[S:19]. The catalyst is CCO. The product is [CH:13]([O:12][C:8]1[CH:9]=[C:10]([CH3:11])[C:5]([C:3]2[N:17]=[C:18]([NH2:20])[S:19][CH:2]=2)=[C:6]([CH3:16])[CH:7]=1)([CH3:15])[CH3:14]. The yield is 0.722. (10) The reactants are COC([C:5]1[NH:6][CH:7]=[C:8]([C:10]2[C:11]([C:19]3[CH:24]=[CH:23][CH:22]=[CH:21][CH:20]=3)=[N:12][O:13][C:14]=2[C:15]([F:18])([F:17])[F:16])[N:9]=1)=O.O.[OH-].[Li+]. The catalyst is C1COCC1.O.Cl.CO. The product is [NH:6]1[CH:7]=[C:8]([C:10]2[C:11]([C:19]3[CH:20]=[CH:21][CH:22]=[CH:23][CH:24]=3)=[N:12][O:13][C:14]=2[C:15]([F:18])([F:16])[F:17])[N:9]=[CH:5]1. The yield is 0.850.